This data is from Full USPTO retrosynthesis dataset with 1.9M reactions from patents (1976-2016). The task is: Predict the reactants needed to synthesize the given product. (1) Given the product [CH3:23][N:24]1[CH2:29][CH2:28][N:27]([CH2:2][C:3]2[CH:8]=[CH:7][C:6]([N+:9]([O-:11])=[O:10])=[CH:5][C:4]=2[C:12]([F:15])([F:14])[F:13])[CH2:26][CH2:25]1, predict the reactants needed to synthesize it. The reactants are: Br[CH2:2][C:3]1[CH:8]=[CH:7][C:6]([N+:9]([O-:11])=[O:10])=[CH:5][C:4]=1[C:12]([F:15])([F:14])[F:13].CCN(CC)CC.[CH3:23][N:24]1[CH2:29][CH2:28][NH:27][CH2:26][CH2:25]1.O. (2) Given the product [F:26][C:9]1[CH:8]=[C:7]([C:27]2[CH:32]=[C:31]([NH:33][C:34]3[CH:39]=[CH:38][C:37]([N:40]4[CH2:45][CH2:44][N:43]([CH:46]5[CH2:47][O:48][CH2:49]5)[CH2:42][C@@H:41]4[CH3:50])=[CH:36][N:35]=3)[C:30](=[O:51])[N:29]([CH3:52])[CH:28]=2)[C:6]([CH2:5][OH:4])=[C:11]([N:12]2[CH2:24][CH2:23][N:15]3[C:16]4[CH2:17][CH2:18][CH2:19][CH2:20][C:21]=4[CH:22]=[C:14]3[C:13]2=[O:25])[CH:10]=1, predict the reactants needed to synthesize it. The reactants are: C([O:4][CH2:5][C:6]1[C:11]([N:12]2[CH2:24][CH2:23][N:15]3[C:16]4[CH2:17][CH2:18][CH2:19][CH2:20][C:21]=4[CH:22]=[C:14]3[C:13]2=[O:25])=[CH:10][C:9]([F:26])=[CH:8][C:7]=1[C:27]1[CH:32]=[C:31]([NH:33][C:34]2[CH:39]=[CH:38][C:37]([N:40]3[CH2:45][CH2:44][N:43]([CH:46]4[CH2:49][O:48][CH2:47]4)[CH2:42][C@@H:41]3[CH3:50])=[CH:36][N:35]=2)[C:30](=[O:51])[N:29]([CH3:52])[CH:28]=1)(=O)C.O.[Li+].[OH-]. (3) Given the product [F:22][C:19]1[CH:20]=[CH:21][C:16]([C:6]2[C:5](/[CH:23]=[CH:24]/[C@@H:25]([OH:33])[CH2:26][C@@H:27]([OH:32])[CH2:28][C:29]([NH:38][OH:39])=[O:30])=[C:4]([CH:2]([CH3:3])[CH3:1])[N:9]=[C:8]([N:10]([CH3:11])[S:12]([CH3:15])(=[O:13])=[O:14])[N:7]=2)=[CH:17][CH:18]=1, predict the reactants needed to synthesize it. The reactants are: [CH3:1][CH:2]([C:4]1[N:9]=[C:8]([N:10]([S:12]([CH3:15])(=[O:14])=[O:13])[CH3:11])[N:7]=[C:6]([C:16]2[CH:17]=[CH:18][C:19]([F:22])=[CH:20][CH:21]=2)[C:5]=1/[CH:23]=[CH:24]/[C@@H:25]([OH:33])[CH2:26][C@@H:27]([OH:32])[CH2:28][C:29](O)=[O:30])[CH3:3].[Mg+2].[Br-].[Br-].Cl.[NH2:38][OH:39].C(=O)(O)[O-].[Na+]. (4) The reactants are: C(OCC)(=[O:3])C.[CH2:7]([C:9]1[CH:10]=[CH:11][C:12]2[O:17][C:16]([CH3:19])([CH3:18])[CH:15]=[CH:14][C:13]=2[CH:20]=1)[CH3:8].C1(CCCC2C=C[N+]([O-])=CC=2)C=CC=CC=1.Cl[O-].[Na+]. Given the product [O:3]1[C@H:14]2[C@@H:15]1[C:16]([CH3:19])([CH3:18])[O:17][C:12]1[CH:11]=[CH:10][C:9]([CH2:7][CH3:8])=[CH:20][C:13]=12, predict the reactants needed to synthesize it. (5) Given the product [NH2:13][CH2:12][C:9]1[CH:10]=[C:11]2[C:6](=[CH:7][CH:8]=1)[N:5]=[C:4]([C:14]1[CH:19]=[CH:18][CH:17]=[CH:16][CH:15]=1)[NH:3][C:2]2=[O:1], predict the reactants needed to synthesize it. The reactants are: [O:1]=[C:2]1[C:11]2[C:6](=[CH:7][CH:8]=[C:9]([C:12]#[N:13])[CH:10]=2)[N:5]=[C:4]([C:14]2[CH:19]=[CH:18][CH:17]=[CH:16][CH:15]=2)[NH:3]1.C1COCC1.[BH4-].[Na+].